Dataset: Catalyst prediction with 721,799 reactions and 888 catalyst types from USPTO. Task: Predict which catalyst facilitates the given reaction. (1) The catalyst class is: 32. Reactant: Cl[C:2]1[C:3]2[N:10]([CH2:11][C:12]([CH3:14])=O)[CH:9]=[CH:8][C:4]=2[N:5]=[CH:6][N:7]=1.[S:15]1[C:19]2[CH:20]=[CH:21][CH:22]=[C:23]([O:24][C:25]3[CH:31]=[CH:30][C:28]([NH2:29])=[CH:27][C:26]=3[Cl:32])[C:18]=2[CH:17]=[N:16]1.C(=O)([O-])O.[Na+]. Product: [S:15]1[C:19]2[CH:20]=[CH:21][CH:22]=[C:23]([O:24][C:25]3[CH:31]=[CH:30][C:28]([N:29]4[C:2]5[C:3]6=[C:4]([CH:8]=[CH:9][N:10]6[CH:11]=[C:12]4[CH3:14])[N:5]=[CH:6][N:7]=5)=[CH:27][C:26]=3[Cl:32])[C:18]=2[CH:17]=[N:16]1. (2) Reactant: [CH2:1]([O:3][C:4](=[O:25])[C@@H:5]([NH:8][C:9](=[O:24])[C:10]([NH:13]C(OCC1C=CC=CC=1)=O)([CH3:12])[CH3:11])[CH2:6][OH:7])[CH3:2]. Product: [CH2:1]([O:3][C:4](=[O:25])[C@@H:5]([NH:8][C:9](=[O:24])[C:10]([NH2:13])([CH3:12])[CH3:11])[CH2:6][OH:7])[CH3:2]. The catalyst class is: 129.